Task: Predict the reactants needed to synthesize the given product.. Dataset: Full USPTO retrosynthesis dataset with 1.9M reactions from patents (1976-2016) (1) Given the product [F:30][C:31]1[C:32]2[CH:19]=[CH:14][CH:15]=[N:41][C:33]=2[C:34]2[O:39][CH2:38][CH2:37][O:36][C:35]=2[CH:40]=1, predict the reactants needed to synthesize it. The reactants are: S(=O)(=O)(O)O.B(O)(O)O.[Na+].[N+]([C:14]1[CH:15]=C(S([O-])(=O)=O)C=C[CH:19]=1)([O-])=O.OCC(CO)O.[F:30][C:31]1[CH:32]=[C:33]([NH2:41])[C:34]2[O:39][CH2:38][CH2:37][O:36][C:35]=2[CH:40]=1. (2) Given the product [CH2:1]([N:3]([CH2:6][C:7]1[S:11][C:10]([C:12]2[O:16][N:15]=[C:14]([C:17]3[CH:22]=[CH:21][C:20]([CH2:23][CH2:24][NH2:31])=[CH:19][CH:18]=3)[N:13]=2)=[CH:9][C:8]=1[CH3:30])[CH2:4][CH3:5])[CH3:2], predict the reactants needed to synthesize it. The reactants are: [CH2:1]([N:3]([CH2:6][C:7]1[S:11][C:10]([C:12]2[O:16][N:15]=[C:14]([C:17]3[CH:22]=[CH:21][C:20]([CH2:23][CH2:24]OS(C)(=O)=O)=[CH:19][CH:18]=3)[N:13]=2)=[CH:9][C:8]=1[CH3:30])[CH2:4][CH3:5])[CH3:2].[NH3:31]. (3) Given the product [Cl:16][C:17]1[CH:18]=[C:19]([CH:29]=[C:30]([Cl:32])[CH:31]=1)[O:20][C:21]1[C:22]([CH3:28])=[N:23][NH:24][C:25]=1[CH2:26][NH:27][CH2:38][C:37]1[CH:40]=[CH:41][C:34]([F:33])=[CH:35][CH:36]=1, predict the reactants needed to synthesize it. The reactants are: C(O[BH-](OC(=O)C)OC(=O)C)(=O)C.[Na+].Br.[Cl:16][C:17]1[CH:18]=[C:19]([CH:29]=[C:30]([Cl:32])[CH:31]=1)[O:20][C:21]1[C:22]([CH3:28])=[N:23][NH:24][C:25]=1[CH2:26][NH2:27].[F:33][C:34]1[CH:41]=[CH:40][C:37]([CH:38]=O)=[CH:36][CH:35]=1. (4) The reactants are: OS(O)(=O)=O.[NH2:6][C:7]1[C:15]([Cl:16])=[CH:14][C:10]([C:11]([OH:13])=[O:12])=[CH:9][C:8]=1[Cl:17].[CH3:18]O. Given the product [NH2:6][C:7]1[C:8]([Cl:17])=[CH:9][C:10]([C:11]([O:13][CH3:18])=[O:12])=[CH:14][C:15]=1[Cl:16], predict the reactants needed to synthesize it. (5) The reactants are: [CH2:1]([O:3][C:4](=[O:22])[C:5]([O:8][C:9]1[CH:14]=[CH:13][C:12]([CH2:15]Br)=[CH:11][C:10]=1[C:17]1[S:18][CH:19]=[CH:20][CH:21]=1)([CH3:7])[CH3:6])[CH3:2].[C:23]([Si:27]([CH3:43])([CH3:42])[O:28][CH:29]([C:32]1[C:37]([O:38][CH3:39])=[CH:36][CH:35]=[CH:34][C:33]=1[O:40][CH3:41])[C:30]#[N:31])([CH3:26])([CH3:25])[CH3:24]. Given the product [CH2:1]([O:3][C:4](=[O:22])[C:5]([O:8][C:9]1[CH:14]=[CH:13][C:12]([CH2:15][C:29]([O:28][Si:27]([C:23]([CH3:26])([CH3:25])[CH3:24])([CH3:42])[CH3:43])([C:30]#[N:31])[C:32]2[C:37]([O:38][CH3:39])=[CH:36][CH:35]=[CH:34][C:33]=2[O:40][CH3:41])=[CH:11][C:10]=1[C:17]1[S:18][CH:19]=[CH:20][CH:21]=1)([CH3:7])[CH3:6])[CH3:2], predict the reactants needed to synthesize it.